Dataset: Full USPTO retrosynthesis dataset with 1.9M reactions from patents (1976-2016). Task: Predict the reactants needed to synthesize the given product. (1) The reactants are: [CH3:1][C:2]1[CH:15]=[C:14]([N+:16]([O-:18])=[O:17])[CH:13]=[CH:12][C:3]=1[O:4][C:5]1[CH:10]=[CH:9][N:8]=[C:7]([NH2:11])[CH:6]=1.CO[CH:21](OC)[N:22]([CH3:24])[CH3:23]. Given the product [CH3:21][N:22]([CH3:24])/[CH:23]=[N:11]\[C:7]1[CH:6]=[C:5]([O:4][C:3]2[CH:12]=[CH:13][C:14]([N+:16]([O-:18])=[O:17])=[CH:15][C:2]=2[CH3:1])[CH:10]=[CH:9][N:8]=1, predict the reactants needed to synthesize it. (2) Given the product [Cl:26][C:23]1[CH:24]=[CH:25][C:20]([O:19][C:13]2[C:12]3[C:17](=[CH:18][C:9]([OH:8])=[C:10]([O:28][CH3:29])[CH:11]=3)[N:16]=[CH:15][N:14]=2)=[C:21]([F:27])[CH:22]=1, predict the reactants needed to synthesize it. The reactants are: C([O:8][C:9]1[CH:18]=[C:17]2[C:12]([C:13]([O:19][C:20]3[CH:25]=[CH:24][C:23]([Cl:26])=[CH:22][C:21]=3[F:27])=[N:14][CH:15]=[N:16]2)=[CH:11][C:10]=1[O:28][CH3:29])C1C=CC=CC=1.C1(C)C=CC=CC=1. (3) Given the product [CH2:13]([N:8]1[C:9]2[C:5](=[C:4]([NH2:1])[CH:12]=[CH:11][CH:10]=2)[CH:6]=[N:7]1)[CH2:14][CH3:15], predict the reactants needed to synthesize it. The reactants are: [N+:1]([C:4]1[CH:12]=[CH:11][CH:10]=[C:9]2[C:5]=1[CH:6]=[N:7][N:8]2[CH2:13][CH2:14][CH3:15])([O-])=O.NC1C=C(C=CC=1OC(C)C)C(N)=O. (4) The reactants are: [C:1]([NH:4][C:5]1[CH:27]=[CH:26][N:8]([C@@H:9]2[O:25][C@H:22]([CH2:23][OH:24])[C@@H:20]([OH:21])[C@H:10]2[O:11][CH2:12][O:13][CH2:14][O:15][CH2:16][CH2:17][C:18]#[N:19])[C:7](=[O:28])[N:6]=1)(=[O:3])[CH3:2].N1C=CC=CC=1.[CH3:35][O:36][C:37]1[CH:58]=[CH:57][C:40]([C:41](Cl)([C:50]2[CH:55]=[CH:54][CH:53]=[CH:52][CH:51]=2)[C:42]2[CH:47]=[CH:46][C:45]([O:48][CH3:49])=[CH:44][CH:43]=2)=[CH:39][CH:38]=1. Given the product [C:1]([NH:4][C:5]1[CH:27]=[CH:26][N:8]([C@@H:9]2[O:25][C@H:22]([CH2:23][O:24][C:41]([C:50]3[CH:55]=[CH:54][CH:53]=[CH:52][CH:51]=3)([C:42]3[CH:47]=[CH:46][C:45]([O:48][CH3:49])=[CH:44][CH:43]=3)[C:40]3[CH:39]=[CH:38][C:37]([O:36][CH3:35])=[CH:58][CH:57]=3)[C@@H:20]([OH:21])[C@H:10]2[O:11][CH2:12][O:13][CH2:14][O:15][CH2:16][CH2:17][C:18]#[N:19])[C:7](=[O:28])[N:6]=1)(=[O:3])[CH3:2], predict the reactants needed to synthesize it.